From a dataset of Peptide-MHC class I binding affinity with 185,985 pairs from IEDB/IMGT. Regression. Given a peptide amino acid sequence and an MHC pseudo amino acid sequence, predict their binding affinity value. This is MHC class I binding data. (1) The peptide sequence is VTYDFARL. The MHC is H-2-Kb with pseudo-sequence H-2-Kb. The binding affinity (normalized) is 1.00. (2) The peptide sequence is LQIRGRERF. The MHC is HLA-A26:02 with pseudo-sequence HLA-A26:02. The binding affinity (normalized) is 0.0847. (3) The peptide sequence is WFWFCLLLL. The MHC is Patr-A0701 with pseudo-sequence Patr-A0701. The binding affinity (normalized) is 0.332. (4) The peptide sequence is GLYNRHRGR. The MHC is HLA-A24:03 with pseudo-sequence HLA-A24:03. The binding affinity (normalized) is 0.0847. (5) The MHC is Mamu-B52 with pseudo-sequence Mamu-B52. The binding affinity (normalized) is 0.346. The peptide sequence is IINEEAADW. (6) The binding affinity (normalized) is 0. The peptide sequence is YVPMPCMIND. The MHC is H-2-Kb with pseudo-sequence H-2-Kb. (7) The peptide sequence is RMYSPTSI. The MHC is HLA-A02:03 with pseudo-sequence HLA-A02:03. The binding affinity (normalized) is 0.255. (8) The peptide sequence is RHDITGFIL. The MHC is HLA-B58:01 with pseudo-sequence HLA-B58:01. The binding affinity (normalized) is 0.0847. (9) The binding affinity (normalized) is 1.00. The peptide sequence is YSKPWMAFF. The MHC is HLA-B15:17 with pseudo-sequence HLA-B15:17.